This data is from Forward reaction prediction with 1.9M reactions from USPTO patents (1976-2016). The task is: Predict the product of the given reaction. (1) Given the reactants [N+:1]([C:4]1[CH:17]=[CH:16][C:7]([O:8][C:9]2[CH:10]=[C:11]([CH:13]=[CH:14][CH:15]=2)[NH2:12])=[CH:6][CH:5]=1)([O-:3])=[O:2].[C:18]([C:20]([C:23]1[CH:24]=[C:25]([CH:29]=[CH:30][CH:31]=1)[C:26](O)=[O:27])([CH3:22])[CH3:21])#[N:19].Cl.C(N=C=NCCCN(C)C)C.CO, predict the reaction product. The product is: [C:18]([C:20]([C:23]1[CH:24]=[C:25]([CH:29]=[CH:30][CH:31]=1)[C:26]([NH:12][C:11]1[CH:13]=[CH:14][CH:15]=[C:9]([O:8][C:7]2[CH:16]=[CH:17][C:4]([N+:1]([O-:3])=[O:2])=[CH:5][CH:6]=2)[CH:10]=1)=[O:27])([CH3:22])[CH3:21])#[N:19]. (2) Given the reactants [CH2:1]=[CH:2][CH2:3][CH3:4].[CH3:5][C:6]1[N+](CC2C(N)=NC(C)=NC=2)=CS[C:7]=1[CH2:20][CH2:21]OP(O)(O)=O.[CH:27](O)([CH3:29])[CH3:28], predict the reaction product. The product is: [CH2:1]=[CH:2][CH2:3][CH2:4][CH2:27][CH2:21][CH2:20][CH2:7][CH2:6][CH3:5].[CH3:1][CH2:2][CH:3]=[CH:4][CH2:28][CH2:27][CH2:29][CH2:21][CH2:20][CH2:7][CH2:6][CH3:5]. (3) Given the reactants [Li+].[OH-].O.[O:4]=[C:5]1[CH:11]([C:12]([O:14]CC)=[O:13])[CH2:10][CH2:9][CH2:8][CH2:7][N:6]1[C:17]1[CH:22]=[CH:21][CH:20]=[CH:19][CH:18]=1, predict the reaction product. The product is: [O:4]=[C:5]1[CH:11]([C:12]([OH:14])=[O:13])[CH2:10][CH2:9][CH2:8][CH2:7][N:6]1[C:17]1[CH:18]=[CH:19][CH:20]=[CH:21][CH:22]=1. (4) The product is: [O:19]1[C:23]2[CH:24]=[CH:25][C:26]([C:2]3[CH:3]=[C:4]([N:8]4[CH2:16][CH:15]5[CH2:17][N:11]6[CH2:12][CH:13]([CH2:18][CH:9]4[CH2:10]6)[CH2:14]5)[CH:5]=[N:6][CH:7]=3)=[CH:27][C:22]=2[O:21][CH2:20]1. Given the reactants Br[C:2]1[CH:3]=[C:4]([N:8]2[CH2:16][CH:15]3[CH2:17][N:11]4[CH2:12][CH:13]([CH2:18][CH:9]2[CH2:10]4)[CH2:14]3)[CH:5]=[N:6][CH:7]=1.[O:19]1[C:23]2[CH:24]=[CH:25][C:26](B(O)O)=[CH:27][C:22]=2[O:21][CH2:20]1, predict the reaction product. (5) Given the reactants [CH:1]1[C:10]2[C:5](=[CH:6][CH:7]=[CH:8][CH:9]=2)[CH:4]=[CH:3][C:2]=1[S:11]([N:14]1[CH2:18][C@H:17]([S:19][C:20]([C:33]2[CH:38]=[CH:37][CH:36]=[CH:35][CH:34]=2)([C:27]2[CH:32]=[CH:31][CH:30]=[CH:29][CH:28]=2)[C:21]2[CH:26]=[CH:25][CH:24]=[CH:23][CH:22]=2)[CH2:16][C@H:15]1[C:39](O)=[O:40])(=[O:13])=[O:12].[NH2:42][C@H:43]([C:57]1[N:61]([CH2:62][CH2:63][C:64]#[N:65])[N:60]=[N:59][N:58]=1)[CH2:44][C:45]1[CH:50]=[CH:49][C:48]([C:51]2[CH:56]=[CH:55][CH:54]=[CH:53][CH:52]=2)=[CH:47][CH:46]=1.CCN=C=NCCCN(C)C.C1C=CC2N(O)N=NC=2C=1, predict the reaction product. The product is: [C:48]1([C:51]2[CH:56]=[CH:55][CH:54]=[CH:53][CH:52]=2)[CH:49]=[CH:50][C:45]([CH2:44][C@H:43]([NH:42][C:39]([C@@H:15]2[CH2:16][C@@H:17]([S:19][C:20]([C:33]3[CH:38]=[CH:37][CH:36]=[CH:35][CH:34]=3)([C:21]3[CH:22]=[CH:23][CH:24]=[CH:25][CH:26]=3)[C:27]3[CH:32]=[CH:31][CH:30]=[CH:29][CH:28]=3)[CH2:18][N:14]2[S:11]([C:2]2[CH:3]=[CH:4][C:5]3[C:10](=[CH:9][CH:8]=[CH:7][CH:6]=3)[CH:1]=2)(=[O:12])=[O:13])=[O:40])[C:57]2[N:61]([CH2:62][CH2:63][C:64]#[N:65])[N:60]=[N:59][N:58]=2)=[CH:46][CH:47]=1. (6) Given the reactants C([O-])(=O)C.[NH4+:5].ClC(Cl)(Cl)[C:8]([NH:10][C:11]1[CH:16]=[CH:15][C:14]([C:17]([C:25]2[CH:26]=[N:27][C:28]([Cl:31])=[CH:29][CH:30]=2)([OH:24])[C:18]2[N:22]([CH3:23])[CH:21]=[N:20][CH:19]=2)=[CH:13][C:12]=1[C:32](=O)[C:33]1[CH:38]=[CH:37][CH:36]=[C:35]([Cl:39])[CH:34]=1)=[O:9], predict the reaction product. The product is: [Cl:39][C:35]1[CH:34]=[C:33]([C:32]2[C:12]3[C:11](=[CH:16][CH:15]=[C:14]([C:17]([C:25]4[CH:26]=[N:27][C:28]([Cl:31])=[CH:29][CH:30]=4)([OH:24])[C:18]4[N:22]([CH3:23])[CH:21]=[N:20][CH:19]=4)[CH:13]=3)[NH:10][C:8](=[O:9])[N:5]=2)[CH:38]=[CH:37][CH:36]=1.